From a dataset of Forward reaction prediction with 1.9M reactions from USPTO patents (1976-2016). Predict the product of the given reaction. (1) Given the reactants [F:1][C:2]([F:12])([F:11])[C:3](=[O:10])[CH2:4][C:5]([O:7][CH2:8][CH3:9])=[O:6].[H-].[Na+].F[C:16]1[CH:24]=[CH:23][C:22]([C:25]([F:28])([F:27])[F:26])=[CH:21][C:17]=1[C:18](Cl)=[O:19], predict the reaction product. The product is: [F:1][C:2]([F:11])([F:12])[C:3]1[O:10][C:16]2[CH:24]=[CH:23][C:22]([C:25]([F:26])([F:28])[F:27])=[CH:21][C:17]=2[C:18](=[O:19])[C:4]=1[C:5]([O:7][CH2:8][CH3:9])=[O:6]. (2) Given the reactants Br[C:2]1[C:3](=[O:13])[C:4]2[C:9]([C:10](=[O:12])[CH:11]=1)=[CH:8][CH:7]=[CH:6][CH:5]=2.[Cl:14][C:15]1[CH:16]=[C:17]([CH:20]=[CH:21][C:22]=1[Cl:23])[CH2:18][NH2:19], predict the reaction product. The product is: [Cl:14][C:15]1[CH:16]=[C:17]([CH:20]=[CH:21][C:22]=1[Cl:23])[CH2:18][NH:19][C:2]1[C:3](=[O:13])[C:4]2[C:9]([C:10](=[O:12])[CH:11]=1)=[CH:8][CH:7]=[CH:6][CH:5]=2. (3) The product is: [CH2:1]([C:3]1[CH:4]=[C:5]2[C:9](=[CH:10][C:11]=1[NH2:12])[NH:8][CH:7]=[CH:6]2)[CH3:2]. Given the reactants [CH2:1]([C:3]1[CH:4]=[C:5]2[C:9](=[CH:10][C:11]=1[N+:12]([O-])=O)[NH:8][CH:7]=[CH:6]2)[CH3:2], predict the reaction product. (4) Given the reactants F[C:2]1[CH:7]=[CH:6][CH:5]=[C:4]([F:8])[C:3]=1I.[CH:10]1[CH2:14][CH:13]=[CH:12][CH:11]=1.[Li]CCCC, predict the reaction product. The product is: [F:8][C:4]1[CH:5]=[CH:6][CH:7]=[C:2]2[C:3]=1[CH:14]1[CH2:13][CH:12]2[CH:11]=[CH:10]1.